This data is from Peptide-MHC class I binding affinity with 185,985 pairs from IEDB/IMGT. The task is: Regression. Given a peptide amino acid sequence and an MHC pseudo amino acid sequence, predict their binding affinity value. This is MHC class I binding data. (1) The peptide sequence is YIPPYCTIAPV. The MHC is Mamu-A11 with pseudo-sequence Mamu-A11. The binding affinity (normalized) is 0.332. (2) The peptide sequence is LPEAYQWHI. The MHC is HLA-B27:03 with pseudo-sequence HLA-B27:03. The binding affinity (normalized) is 0.0847. (3) The peptide sequence is FENDIDEIL. The MHC is HLA-B08:01 with pseudo-sequence HLA-B08:01. The binding affinity (normalized) is 0.0847. (4) The peptide sequence is LYGMWPLLLL. The MHC is HLA-A29:02 with pseudo-sequence HLA-A29:02. The binding affinity (normalized) is 0.438.